This data is from Full USPTO retrosynthesis dataset with 1.9M reactions from patents (1976-2016). The task is: Predict the reactants needed to synthesize the given product. (1) Given the product [CH3:1][O:2][C:3]([C:7]1[N:8]=[CH:9][C:10]([NH2:13])=[N:11][CH:12]=1)([O:5][CH3:6])[CH3:4], predict the reactants needed to synthesize it. The reactants are: [CH3:1][O:2][C:3]([C:7]1[N:8]=[CH:9][C:10]([NH:13]C(=O)C(C)(C)C)=[N:11][CH:12]=1)([O:5][CH3:6])[CH3:4].[OH-].[Na+]. (2) Given the product [CH2:1]([O:8][CH2:9][CH2:10][CH2:11][C@H:12]([C:21]([Cl:24])=[N:22][OH:23])[CH2:13][C:14]([O:16][C:17]([CH3:18])([CH3:19])[CH3:20])=[O:15])[C:2]1[CH:3]=[CH:4][CH:5]=[CH:6][CH:7]=1, predict the reactants needed to synthesize it. The reactants are: [CH2:1]([O:8][CH2:9][CH2:10][CH2:11][C@H:12]([CH:21]=[N:22][OH:23])[CH2:13][C:14]([O:16][C:17]([CH3:20])([CH3:19])[CH3:18])=[O:15])[C:2]1[CH:7]=[CH:6][CH:5]=[CH:4][CH:3]=1.[Cl:24]N1C(=O)CCC1=O.C1(C)C=CC=CC=1.O. (3) Given the product [C:17]([O:20][C:21](=[O:22])[NH:15][CH2:14][CH2:13][C:8]1[C:7]2[C:11](=[CH:12][C:4]([N+:1]([O-:3])=[O:2])=[CH:5][CH:6]=2)[NH:10][CH:9]=1)([CH3:19])([CH3:18])[CH3:16], predict the reactants needed to synthesize it. The reactants are: [N+:1]([C:4]1[CH:12]=[C:11]2[C:7]([C:8]([CH2:13][C:14]#[N:15])=[CH:9][NH:10]2)=[CH:6][CH:5]=1)([O-:3])=[O:2].[CH3:16][C:17]([O:20][C:21](O[C:21]([O:20][C:17]([CH3:19])([CH3:18])[CH3:16])=[O:22])=[O:22])([CH3:19])[CH3:18].CCN(CC)CC. (4) Given the product [Cl:1][C:2]1[CH:7]=[C:6]([CH3:8])[C:5]([S:9][CH2:10][C:11]([F:14])([F:13])[F:12])=[CH:4][C:3]=1[NH:15][N:16]=[C:17]([Br:22])[C:18]([F:21])([F:19])[F:20], predict the reactants needed to synthesize it. The reactants are: [Cl:1][C:2]1[CH:7]=[C:6]([CH3:8])[C:5]([S:9][CH2:10][C:11]([F:14])([F:13])[F:12])=[CH:4][C:3]=1[NH:15][N:16]=[CH:17][C:18]([F:21])([F:20])[F:19].[Br:22]N1C(=O)CCC1=O.O. (5) Given the product [N:1]1[CH:6]=[CH:5][CH:4]=[CH:3][C:2]=1[NH:7][C:8](=[O:33])[C:9]1[CH:14]=[C:13]([CH2:15][C:16]2[C:17](=[O:28])[C:18]([O:26][CH3:27])=[C:19]([O:24][CH3:25])[C:20](=[O:23])[C:21]=2[CH3:22])[CH:12]=[CH:11][C:10]=1[OH:29], predict the reactants needed to synthesize it. The reactants are: [N:1]1[CH:6]=[CH:5][CH:4]=[CH:3][C:2]=1[NH:7][C:8](=[O:33])[C:9]1[CH:14]=[C:13]([CH2:15][C:16]2[C:17](=[O:28])[C:18]([O:26][CH3:27])=[C:19]([O:24][CH3:25])[C:20](=[O:23])[C:21]=2[CH3:22])[CH:12]=[CH:11][C:10]=1[O:29]C(=O)C.C(=O)([O-])O.[Na+]. (6) Given the product [CH:27]1([C:21]2[C:20]3[C:24](=[CH:25][CH:26]=[C:18]([N+:15]([O-:17])=[O:16])[CH:19]=3)[NH:23][CH:22]=2)[CH2:32][CH2:31][CH2:30][CH2:29][CH2:28]1, predict the reactants needed to synthesize it. The reactants are: C([SiH](CC)CC)C.ClC(Cl)(Cl)C(O)=O.[N+:15]([C:18]1[CH:19]=[C:20]2[C:24](=[CH:25][CH:26]=1)[NH:23][CH:22]=[CH:21]2)([O-:17])=[O:16].[C:27]1(=O)[CH2:32][CH2:31][CH2:30][CH2:29][CH2:28]1.C(=O)(O)[O-].[Na+].